This data is from Full USPTO retrosynthesis dataset with 1.9M reactions from patents (1976-2016). The task is: Predict the reactants needed to synthesize the given product. (1) Given the product [C:1]([O:5][C:6]([N:8]1[CH2:13][CH2:12][CH:11]([O:14][C:15]2[CH:20]=[CH:19][C:18]([C:21](=[O:23])[CH2:22][CH2:34][C:35]([O:37][CH2:38][CH3:39])=[O:36])=[C:17]([F:24])[CH:16]=2)[CH2:10][CH2:9]1)=[O:7])([CH3:4])([CH3:2])[CH3:3], predict the reactants needed to synthesize it. The reactants are: [C:1]([O:5][C:6]([N:8]1[CH2:13][CH2:12][CH:11]([O:14][C:15]2[CH:20]=[CH:19][C:18]([C:21](=[O:23])[CH3:22])=[C:17]([F:24])[CH:16]=2)[CH2:10][CH2:9]1)=[O:7])([CH3:4])([CH3:3])[CH3:2].C([N-]C(C)C)(C)C.[Li+].Br[CH2:34][C:35]([O:37][CH2:38][CH3:39])=[O:36]. (2) Given the product [C:4]([C:3]1[C@@H:14]([C:13]2[CH:16]=[CH:17][C:10]([C:8]#[N:9])=[CH:11][CH:12]=2)[NH:32][C:30](=[O:31])[N:29]([C:21]2[CH:22]=[C:23]([C:25]([F:27])([F:28])[F:26])[CH:24]=[C:19]([F:18])[CH:20]=2)[C:2]=1[CH3:1])(=[O:6])[CH3:5], predict the reactants needed to synthesize it. The reactants are: [CH3:1][C:2](=O)[CH2:3][C:4](=[O:6])[CH3:5].[C:8]([C:10]1[CH:17]=[CH:16][C:13]([CH:14]=O)=[CH:12][CH:11]=1)#[N:9].[F:18][C:19]1[CH:20]=[C:21]([NH:29][C:30]([NH2:32])=[O:31])[CH:22]=[C:23]([C:25]([F:28])([F:27])[F:26])[CH:24]=1. (3) The reactants are: [CH2:1]([C:5]1[CH:10]=[CH:9][C:8]([C:11]#[C:12][C:13]2[CH:31]=[CH:30][C:16]([CH2:17][NH:18][C:19]3[CH:20]=[CH:21][C:22]([F:29])=[C:23]([CH:28]=3)[C:24]([O:26][CH3:27])=[O:25])=[CH:15][CH:14]=2)=[CH:7][CH:6]=1)[CH2:2][CH2:3][CH3:4].[CH:32](=O)[CH2:33][CH2:34][CH2:35][CH2:36][CH3:37].C(O[BH-](OC(=O)C)OC(=O)C)(=O)C.[Na+]. Given the product [CH2:1]([C:5]1[CH:6]=[CH:7][C:8]([C:11]#[C:12][C:13]2[CH:14]=[CH:15][C:16]([CH2:17][N:18]([CH2:32][CH2:33][CH2:34][CH2:35][CH2:36][CH3:37])[C:19]3[CH:20]=[CH:21][C:22]([F:29])=[C:23]([CH:28]=3)[C:24]([O:26][CH3:27])=[O:25])=[CH:30][CH:31]=2)=[CH:9][CH:10]=1)[CH2:2][CH2:3][CH3:4], predict the reactants needed to synthesize it. (4) Given the product [C:17]([C:9]1([C:11]2[CH:12]=[CH:13][CH:14]=[CH:15][CH:16]=2)[CH2:8][CH2:7][C:6](=[O:19])[CH2:5][CH2:10]1)#[N:18], predict the reactants needed to synthesize it. The reactants are: COC([CH:5]1[CH2:10][C:9]([C:17]#[N:18])([C:11]2[CH:16]=[CH:15][CH:14]=[CH:13][CH:12]=2)[CH2:8][CH2:7][C:6]1=[O:19])=O.